Dataset: Full USPTO retrosynthesis dataset with 1.9M reactions from patents (1976-2016). Task: Predict the reactants needed to synthesize the given product. (1) Given the product [O-:1][N+:2]1[C:7]2[CH:8]=[C:9]3[C:13](=[CH:14][C:6]=2[N+:5]([O-:21])=[C:4]([NH:15][CH2:16][CH2:17][CH2:18][OH:19])[N:3]=1)[CH2:12][CH2:11][CH2:10]3, predict the reactants needed to synthesize it. The reactants are: [O-:1][N+:2]1[C:7]2[CH:8]=[C:9]3[C:13](=[CH:14][C:6]=2[N:5]=[C:4]([NH:15][CH2:16][CH2:17][CH2:18][OH:19])[N:3]=1)[CH2:12][CH2:11][CH2:10]3.C[OH:21].C(Cl)Cl. (2) The reactants are: C1(N([C@H]2CC[C@H](CC)CC2)[C:7](=[O:19])[NH:8][C:9]2[S:10][C:11]([S:14][CH2:15][C:16]([OH:18])=[O:17])=[CH:12][N:13]=2)CCCC1.[C:28]([CH:32]1[CH2:37][CH2:36][CH:35]([NH:38][CH:39]2[CH2:44][CH2:43][CH2:42][CH2:41][CH2:40]2)[CH2:34][CH2:33]1)([CH3:31])([CH3:30])[CH3:29].C(OC(=O)CSC1SC(N)=NC=1)C. Given the product [C:28]([C@H:32]1[CH2:37][CH2:36][C@H:35]([N:38]([CH:39]2[CH2:44][CH2:43][CH2:42][CH2:41][CH2:40]2)[C:7](=[O:19])[NH:8][C:9]2[S:10][C:11]([S:14][CH2:15][C:16]([OH:18])=[O:17])=[CH:12][N:13]=2)[CH2:34][CH2:33]1)([CH3:31])([CH3:29])[CH3:30], predict the reactants needed to synthesize it. (3) Given the product [OH:10][C:8]1[CH:7]=[C:4]([CH:5]=[O:6])[CH:3]=[C:2]([C:26]2[CH:31]=[CH:30][CH:29]=[CH:28][CH:27]=2)[CH:9]=1, predict the reactants needed to synthesize it. The reactants are: O[C:2]1[CH:3]=[C:4]([CH:7]=[C:8]([OH:10])[CH:9]=1)[CH:5]=[O:6].FC(F)(F)S(OS(C(F)(F)F)(=O)=O)(=O)=O.[C:26]1(B(O)O)[CH:31]=[CH:30][CH:29]=[CH:28][CH:27]=1.C(=O)([O-])[O-].[Na+].[Na+]. (4) Given the product [N+:1]([C:4]1[CH:12]=[C:11]([O:28][C:22]2[CH:27]=[CH:26][CH:25]=[CH:24][CH:23]=2)[CH:10]=[CH:9][C:5]=1[C:6]([OH:8])=[O:7])([O-:3])=[O:2], predict the reactants needed to synthesize it. The reactants are: [N+:1]([C:4]1[CH:12]=[C:11]([N+]([O-])=O)[CH:10]=[CH:9][C:5]=1[C:6]([OH:8])=[O:7])([O-:3])=[O:2].C(Cl)(=O)C(Cl)=O.[C:22]1([OH:28])[CH:27]=[CH:26][CH:25]=[CH:24][CH:23]=1.[H-].[Na+].[H-]. (5) Given the product [C:1]1([CH3:11])[CH:2]=[CH:3][C:4]([S:7]([OH:10])(=[O:8])=[O:9])=[CH:5][CH:6]=1.[CH3:12][C:13]1[C:17]([C:18]2[CH:23]=[CH:22][CH:21]=[CH:20][CH:19]=2)=[C:16]([CH3:24])[N:15]([C:25]2[CH:30]=[CH:29][C:28]([CH2:31][CH2:32][NH:33][C:34]([NH:36][S:37]([C:40]3[CH:45]=[CH:44][C:43]([CH:47]([CH3:48])[CH3:46])=[CH:42][CH:41]=3)(=[O:38])=[O:39])=[O:35])=[CH:27][CH:26]=2)[N:14]=1, predict the reactants needed to synthesize it. The reactants are: [C:1]1([CH3:11])[CH:6]=[CH:5][C:4]([S:7]([OH:10])(=[O:9])=[O:8])=[CH:3][CH:2]=1.[CH3:12][C:13]1[C:17]([C:18]2[CH:23]=[CH:22][CH:21]=[CH:20][CH:19]=2)=[C:16]([CH3:24])[N:15]([C:25]2[CH:30]=[CH:29][C:28]([CH2:31][CH2:32][NH:33][C:34]([NH:36][S:37]([C:40]3[CH:45]=[CH:44][CH:43]=[CH:42][CH:41]=3)(=[O:39])=[O:38])=[O:35])=[CH:27][CH:26]=2)[N:14]=1.[CH3:46][CH:47](C1C=CC(S(N)(=O)=O)=CC=1)[CH3:48].